Dataset: Forward reaction prediction with 1.9M reactions from USPTO patents (1976-2016). Task: Predict the product of the given reaction. Given the reactants [Cl:1][C:2]1[CH:3]=[C:4]2[C:9](=[C:10]([Cl:12])[CH:11]=1)[CH2:8][N:7]([CH3:13])[CH2:6][C@H:5]2[C:14]1[CH:19]=[CH:18][CH:17]=[CH:16][C:15]=1[NH:20][C:21](=[O:24])[CH2:22][OH:23].C[Si](C)(C)[N-][Si](C)(C)C.[Na+].C1C[O:38][CH2:37]C1, predict the reaction product. The product is: [Cl:1][C:2]1[CH:3]=[C:4]2[C:9](=[C:10]([Cl:12])[CH:11]=1)[CH2:8][N:7]([CH3:13])[CH2:6][C@H:5]2[C:14]1[CH:19]=[CH:18][CH:17]=[CH:16][C:15]=1[N:20]1[C:21](=[O:24])[CH2:22][O:23][C:37]1=[O:38].